Task: Predict the reactants needed to synthesize the given product.. Dataset: Full USPTO retrosynthesis dataset with 1.9M reactions from patents (1976-2016) (1) The reactants are: Cl[C:2]1[C:7]2[CH:8]=[CH:9][C:10]([N+:12]([O-:14])=[O:13])=[CH:11][C:6]=2[O:5][C:4]([CH3:16])([CH3:15])[N:3]=1.[F:17][C:18]1[CH:23]=[CH:22][C:21](B(O)O)=[CH:20][CH:19]=1.C(=O)([O-])[O-].[K+].[K+].C(OCC)(=O)C. Given the product [F:17][C:18]1[CH:23]=[CH:22][C:21]([C:2]2[C:7]3[CH:8]=[CH:9][C:10]([N+:12]([O-:14])=[O:13])=[CH:11][C:6]=3[O:5][C:4]([CH3:16])([CH3:15])[N:3]=2)=[CH:20][CH:19]=1, predict the reactants needed to synthesize it. (2) Given the product [N:18]1([C:24](=[O:41])[CH2:25][CH:26]([CH2:30][S:31]([CH2:34][C:35]2[CH:40]=[CH:39][CH:38]=[CH:37][CH:36]=2)(=[O:32])=[O:33])[C:27]([NH:1][C@H:2]([C:3]([C:5]2[O:9][N:8]=[C:7]([C:10]3[CH:15]=[CH:14][CH:13]=[CH:12][CH:11]=3)[N:6]=2)=[O:4])[CH2:16][CH3:17])=[O:28])[CH2:23][CH2:22][O:21][CH2:20][CH2:19]1, predict the reactants needed to synthesize it. The reactants are: [NH2:1][C@@H:2]([CH2:16][CH3:17])[C:3]([C:5]1[O:9][N:8]=[C:7]([C:10]2[CH:15]=[CH:14][CH:13]=[CH:12][CH:11]=2)[N:6]=1)=[O:4].[N:18]1([C:24](=[O:41])[CH2:25][CH:26]([CH2:30][S:31]([CH2:34][C:35]2[CH:40]=[CH:39][CH:38]=[CH:37][CH:36]=2)(=[O:33])=[O:32])[C:27](O)=[O:28])[CH2:23][CH2:22][O:21][CH2:20][CH2:19]1.C(Cl)CCl.C1C=CC2N(O)N=NC=2C=1.CN1CCOCC1.CC(OI1(OC(C)=O)(OC(C)=O)OC(=O)C2C=CC=CC1=2)=O.[O-]S([O-])(=S)=O.[Na+].[Na+]. (3) Given the product [Br:1][C:2]1[CH:7]=[CH:6][C:5]([B:19]2[O:23][C:22]([CH3:25])([CH3:24])[C:21]([CH3:27])([CH3:26])[O:20]2)=[C:4]([CH3:9])[C:3]=1[Cl:10], predict the reactants needed to synthesize it. The reactants are: [Br:1][C:2]1[CH:7]=[CH:6][C:5](I)=[C:4]([CH3:9])[C:3]=1[Cl:10].C([Mg]Cl)C.C(O[B:19]1[O:23][C:22]([CH3:25])([CH3:24])[C:21]([CH3:27])([CH3:26])[O:20]1)(C)C. (4) Given the product [NH2:43][C:29]1[N:30]=[CH:31][C:32]([C:2]2[CH:11]=[CH:10][C:9]3[N:8]=[CH:7][C:6]4[N:12]([CH3:23])[C:13](=[O:22])[N:14]([C:15]5[C:16]([CH3:21])=[N:17][N:18]([CH3:20])[CH:19]=5)[C:5]=4[C:4]=3[CH:3]=2)=[CH:33][C:28]=1[CH2:27][O:26][CH2:24][CH3:25], predict the reactants needed to synthesize it. The reactants are: Br[C:2]1[CH:11]=[CH:10][C:9]2[N:8]=[CH:7][C:6]3[N:12]([CH3:23])[C:13](=[O:22])[N:14]([C:15]4[C:16]([CH3:21])=[N:17][N:18]([CH3:20])[CH:19]=4)[C:5]=3[C:4]=2[CH:3]=1.[CH2:24]([O:26][CH2:27][C:28]1[C:29]([NH2:43])=[N:30][CH:31]=[C:32](B2OC(C)(C)C(C)(C)O2)[CH:33]=1)[CH3:25].